From a dataset of Forward reaction prediction with 1.9M reactions from USPTO patents (1976-2016). Predict the product of the given reaction. Given the reactants [F:1][C:2]1[CH:3]=[C:4]([NH2:14])[CH:5]=[CH:6][C:7]=1[N:8]1[CH:12]=[CH:11][N:10]=[C:9]1[CH3:13].[CH2:15]([C:22]1[CH:27]=[C:26]([CH3:28])[N:25]=[C:24](Cl)[N:23]=1)[C:16]1[CH:21]=[CH:20][CH:19]=[CH:18][CH:17]=1, predict the reaction product. The product is: [CH2:15]([C:22]1[CH:27]=[C:26]([CH3:28])[N:25]=[C:24]([NH:14][C:4]2[CH:5]=[CH:6][C:7]([N:8]3[CH:12]=[CH:11][N:10]=[C:9]3[CH3:13])=[C:2]([F:1])[CH:3]=2)[N:23]=1)[C:16]1[CH:17]=[CH:18][CH:19]=[CH:20][CH:21]=1.